Task: Predict the product of the given reaction.. Dataset: Forward reaction prediction with 1.9M reactions from USPTO patents (1976-2016) Given the reactants [N-:1]=[C:2]=[O:3].[K+].[F:5][C:6]([C:23]1[CH:24]=[C:25]([NH2:29])[CH:26]=[CH:27][CH:28]=1)([F:22])[CH2:7][O:8][C:9]1[CH:14]=[CH:13][CH:12]=[C:11]([CH2:15][C:16]2([CH3:21])[O:20][CH2:19][CH2:18][O:17]2)[CH:10]=1, predict the reaction product. The product is: [F:22][C:6]([C:23]1[CH:24]=[C:25]([NH:29][C:2]([NH2:1])=[O:3])[CH:26]=[CH:27][CH:28]=1)([F:5])[CH2:7][O:8][C:9]1[CH:14]=[CH:13][CH:12]=[C:11]([CH2:15][C:16]2([CH3:21])[O:17][CH2:18][CH2:19][O:20]2)[CH:10]=1.